Dataset: Reaction yield outcomes from USPTO patents with 853,638 reactions. Task: Predict the reaction yield, written as a fraction of the theoretical maximum amount of product (1.0 means a 100% yield; for example, 0.34 means a 34% yield). (1) The reactants are [C:1]1([CH:8]=[CH:7][CH:6]=[C:4]([OH:5])[CH:3]=1)[OH:2].[CH3:9][C:10]1([CH3:18])[CH2:15][CH:14]([CH3:16])[CH2:13][CH:12](O)[CH2:11]1.C1(P(C2C=CC=CC=2)C2C=CC=CC=2)C=CC=CC=1.N(C(OC(C)C)=O)=NC(OC(C)C)=O. The catalyst is O1CCCC1. The product is [CH3:9][C:10]1([CH3:18])[CH2:15][CH:14]([CH3:16])[CH2:13][CH:12]([O:2][C:1]2[CH:3]=[C:4]([OH:5])[CH:6]=[CH:7][CH:8]=2)[CH2:11]1. The yield is 0.220. (2) The reactants are C([O:3][C:4](=O)[C@@H:5]([N:7]([CH2:21][CH3:22])[C:8]1[C:17]([N+:18]([O-])=O)=[CH:16][C:11]([C:12]([O:14][CH3:15])=[O:13])=[CH:10][N:9]=1)[CH3:6])C.P(OC1C=CC=CC=1)(OC1C=CC=CC=1)OC1C=CC=CC=1. The catalyst is ClCCl.[NH4+].[O-][V](=O)=O.[Pt]. The product is [CH2:21]([N:7]1[C@@H:5]([CH3:6])[C:4](=[O:3])[NH:18][C:17]2[CH:16]=[C:11]([C:12]([O:14][CH3:15])=[O:13])[CH:10]=[N:9][C:8]1=2)[CH3:22]. The yield is 0.570. (3) The reactants are [CH2:1]([C:3]1([C:16]2[CH:21]=[CH:20][CH:19]=[CH:18][N:17]=2)[NH:8][C:7]2[C:9]([N+:13]([O-])=O)=[CH:10][CH:11]=[CH:12][C:6]=2[O:5][CH2:4]1)[CH3:2]. The catalyst is CO. The product is [CH2:1]([C:3]1([C:16]2[CH:21]=[CH:20][CH:19]=[CH:18][N:17]=2)[NH:8][C:7]2=[C:9]([NH2:13])[CH:10]=[CH:11][CH:12]=[C:6]2[O:5][CH2:4]1)[CH3:2]. The yield is 0.400.